From a dataset of NCI-60 drug combinations with 297,098 pairs across 59 cell lines. Regression. Given two drug SMILES strings and cell line genomic features, predict the synergy score measuring deviation from expected non-interaction effect. (1) Drug 1: CC1OCC2C(O1)C(C(C(O2)OC3C4COC(=O)C4C(C5=CC6=C(C=C35)OCO6)C7=CC(=C(C(=C7)OC)O)OC)O)O. Drug 2: CCCS(=O)(=O)NC1=C(C(=C(C=C1)F)C(=O)C2=CNC3=C2C=C(C=N3)C4=CC=C(C=C4)Cl)F. Cell line: HCT-15. Synergy scores: CSS=48.7, Synergy_ZIP=2.10, Synergy_Bliss=2.60, Synergy_Loewe=-19.3, Synergy_HSA=0.801. (2) Drug 1: CC12CCC3C(C1CCC2O)C(CC4=C3C=CC(=C4)O)CCCCCCCCCS(=O)CCCC(C(F)(F)F)(F)F. Drug 2: CC1C(C(CC(O1)OC2CC(CC3=C2C(=C4C(=C3O)C(=O)C5=CC=CC=C5C4=O)O)(C(=O)C)O)N)O. Cell line: MALME-3M. Synergy scores: CSS=55.6, Synergy_ZIP=5.86, Synergy_Bliss=7.21, Synergy_Loewe=-7.88, Synergy_HSA=5.76. (3) Drug 1: CC1C(C(=O)NC(C(=O)N2CCCC2C(=O)N(CC(=O)N(C(C(=O)O1)C(C)C)C)C)C(C)C)NC(=O)C3=C4C(=C(C=C3)C)OC5=C(C(=O)C(=C(C5=N4)C(=O)NC6C(OC(=O)C(N(C(=O)CN(C(=O)C7CCCN7C(=O)C(NC6=O)C(C)C)C)C)C(C)C)C)N)C. Drug 2: C1=CC=C(C(=C1)C(C2=CC=C(C=C2)Cl)C(Cl)Cl)Cl. Cell line: MDA-MB-435. Synergy scores: CSS=26.4, Synergy_ZIP=-5.74, Synergy_Bliss=0.0418, Synergy_Loewe=-16.8, Synergy_HSA=-1.05. (4) Drug 1: CC(C1=C(C=CC(=C1Cl)F)Cl)OC2=C(N=CC(=C2)C3=CN(N=C3)C4CCNCC4)N. Drug 2: CC1=C(C=C(C=C1)NC2=NC=CC(=N2)N(C)C3=CC4=NN(C(=C4C=C3)C)C)S(=O)(=O)N.Cl. Cell line: NCI-H226. Synergy scores: CSS=21.9, Synergy_ZIP=0.110, Synergy_Bliss=7.46, Synergy_Loewe=7.80, Synergy_HSA=7.85. (5) Drug 2: CN(CCCl)CCCl.Cl. Cell line: IGROV1. Synergy scores: CSS=16.1, Synergy_ZIP=-13.2, Synergy_Bliss=-2.72, Synergy_Loewe=-9.07, Synergy_HSA=-6.72. Drug 1: CC1C(C(=O)NC(C(=O)N2CCCC2C(=O)N(CC(=O)N(C(C(=O)O1)C(C)C)C)C)C(C)C)NC(=O)C3=C4C(=C(C=C3)C)OC5=C(C(=O)C(=C(C5=N4)C(=O)NC6C(OC(=O)C(N(C(=O)CN(C(=O)C7CCCN7C(=O)C(NC6=O)C(C)C)C)C)C(C)C)C)N)C. (6) Drug 1: CC1C(C(CC(O1)OC2CC(OC(C2O)C)OC3=CC4=CC5=C(C(=O)C(C(C5)C(C(=O)C(C(C)O)O)OC)OC6CC(C(C(O6)C)O)OC7CC(C(C(O7)C)O)OC8CC(C(C(O8)C)O)(C)O)C(=C4C(=C3C)O)O)O)O. Drug 2: C(CC(=O)O)C(=O)CN.Cl. Cell line: T-47D. Synergy scores: CSS=11.1, Synergy_ZIP=1.97, Synergy_Bliss=2.97, Synergy_Loewe=-45.8, Synergy_HSA=0.930. (7) Cell line: EKVX. Synergy scores: CSS=16.3, Synergy_ZIP=-5.71, Synergy_Bliss=-1.29, Synergy_Loewe=-3.80, Synergy_HSA=1.35. Drug 1: CC1=C(C(CCC1)(C)C)C=CC(=CC=CC(=CC(=O)O)C)C. Drug 2: CC=C1C(=O)NC(C(=O)OC2CC(=O)NC(C(=O)NC(CSSCCC=C2)C(=O)N1)C(C)C)C(C)C.